This data is from NCI-60 drug combinations with 297,098 pairs across 59 cell lines. The task is: Regression. Given two drug SMILES strings and cell line genomic features, predict the synergy score measuring deviation from expected non-interaction effect. (1) Drug 1: CC1CCC2CC(C(=CC=CC=CC(CC(C(=O)C(C(C(=CC(C(=O)CC(OC(=O)C3CCCCN3C(=O)C(=O)C1(O2)O)C(C)CC4CCC(C(C4)OC)OCCO)C)C)O)OC)C)C)C)OC. Drug 2: C1CN1C2=NC(=NC(=N2)N3CC3)N4CC4. Cell line: HCT116. Synergy scores: CSS=36.3, Synergy_ZIP=-2.35, Synergy_Bliss=-0.785, Synergy_Loewe=-2.35, Synergy_HSA=-1.42. (2) Drug 1: CC1OCC2C(O1)C(C(C(O2)OC3C4COC(=O)C4C(C5=CC6=C(C=C35)OCO6)C7=CC(=C(C(=C7)OC)O)OC)O)O. Drug 2: C1=CC=C(C=C1)NC(=O)CCCCCCC(=O)NO. Cell line: M14. Synergy scores: CSS=28.4, Synergy_ZIP=-4.74, Synergy_Bliss=3.98, Synergy_Loewe=1.48, Synergy_HSA=2.44. (3) Drug 1: C1=NC2=C(N=C(N=C2N1C3C(C(C(O3)CO)O)F)Cl)N. Drug 2: CN(C(=O)NC(C=O)C(C(C(CO)O)O)O)N=O. Cell line: NCI/ADR-RES. Synergy scores: CSS=46.7, Synergy_ZIP=-0.405, Synergy_Bliss=-2.99, Synergy_Loewe=-75.7, Synergy_HSA=-4.22. (4) Drug 1: CC1OCC2C(O1)C(C(C(O2)OC3C4COC(=O)C4C(C5=CC6=C(C=C35)OCO6)C7=CC(=C(C(=C7)OC)O)OC)O)O. Drug 2: C1=CC(=CC=C1CCCC(=O)O)N(CCCl)CCCl. Cell line: KM12. Synergy scores: CSS=37.1, Synergy_ZIP=6.87, Synergy_Bliss=5.43, Synergy_Loewe=4.76, Synergy_HSA=11.2. (5) Drug 1: COC1=CC(=CC(=C1O)OC)C2C3C(COC3=O)C(C4=CC5=C(C=C24)OCO5)OC6C(C(C7C(O6)COC(O7)C8=CC=CS8)O)O. Drug 2: C1=NNC2=C1C(=O)NC=N2. Cell line: HOP-62. Synergy scores: CSS=15.6, Synergy_ZIP=-2.05, Synergy_Bliss=-0.976, Synergy_Loewe=-29.0, Synergy_HSA=-0.0734. (6) Drug 1: CCC1(CC2CC(C3=C(CCN(C2)C1)C4=CC=CC=C4N3)(C5=C(C=C6C(=C5)C78CCN9C7C(C=CC9)(C(C(C8N6C)(C(=O)OC)O)OC(=O)C)CC)OC)C(=O)OC)O.OS(=O)(=O)O. Drug 2: CC(C)NC(=O)C1=CC=C(C=C1)CNNC.Cl. Cell line: HS 578T. Synergy scores: CSS=0.317, Synergy_ZIP=3.86, Synergy_Bliss=8.64, Synergy_Loewe=2.37, Synergy_HSA=6.88. (7) Drug 1: C1=CC=C(C(=C1)C(C2=CC=C(C=C2)Cl)C(Cl)Cl)Cl. Drug 2: C#CCC(CC1=CN=C2C(=N1)C(=NC(=N2)N)N)C3=CC=C(C=C3)C(=O)NC(CCC(=O)O)C(=O)O. Cell line: HOP-62. Synergy scores: CSS=-3.34, Synergy_ZIP=2.16, Synergy_Bliss=-1.65, Synergy_Loewe=-4.88, Synergy_HSA=-3.93. (8) Drug 1: C1=CC(=CC=C1CC(C(=O)O)N)N(CCCl)CCCl.Cl. Drug 2: CNC(=O)C1=NC=CC(=C1)OC2=CC=C(C=C2)NC(=O)NC3=CC(=C(C=C3)Cl)C(F)(F)F. Cell line: MDA-MB-231. Synergy scores: CSS=48.7, Synergy_ZIP=-4.28, Synergy_Bliss=-3.75, Synergy_Loewe=-13.3, Synergy_HSA=-2.43. (9) Drug 1: CN1CCC(CC1)COC2=C(C=C3C(=C2)N=CN=C3NC4=C(C=C(C=C4)Br)F)OC. Drug 2: C1=CC(=CC=C1CCC2=CNC3=C2C(=O)NC(=N3)N)C(=O)NC(CCC(=O)O)C(=O)O. Cell line: M14. Synergy scores: CSS=24.6, Synergy_ZIP=3.05, Synergy_Bliss=2.71, Synergy_Loewe=-11.8, Synergy_HSA=0.552.